From a dataset of Reaction yield outcomes from USPTO patents with 853,638 reactions. Predict the reaction yield, written as a fraction of the theoretical maximum amount of product (1.0 means a 100% yield; for example, 0.34 means a 34% yield). The reactants are [CH2:1]([N:5]1[C:9](=[O:10])[C:8](O)=[C:7]([C:12]2[CH:17]=[CH:16][C:15]([Cl:18])=[CH:14][CH:13]=2)[S:6]1(=[O:20])=[O:19])[CH2:2][CH2:3][CH3:4].CN(C=O)C.C(Cl)(=O)C([Cl:29])=O. The product is [CH2:1]([N:5]1[C:9](=[O:10])[C:8]([Cl:29])=[C:7]([C:12]2[CH:17]=[CH:16][C:15]([Cl:18])=[CH:14][CH:13]=2)[S:6]1(=[O:20])=[O:19])[CH2:2][CH2:3][CH3:4]. The yield is 0.870. The catalyst is C(Cl)Cl.